The task is: Predict the product of the given reaction.. This data is from Forward reaction prediction with 1.9M reactions from USPTO patents (1976-2016). (1) Given the reactants [NH2:1][C@H:2]1[CH2:8][CH2:7][C@@H:6]2[CH2:9][C@H:3]1[C:4](=[O:17])[N:5]2[C:10]([O:12][C:13]([CH3:16])([CH3:15])[CH3:14])=[O:11].[C:18]([NH:28][C@H:29]([C:34](O)=[O:35])[CH2:30][CH2:31][S:32][CH3:33])([O:20][CH2:21][C:22]1[CH:27]=[CH:26][CH:25]=[CH:24][CH:23]=1)=[O:19].CN1CCOCC1.F[P-](F)(F)(F)(F)F.N1(O[P+](N(C)C)(N(C)C)N(C)C)C2C=CC=CC=2N=N1, predict the reaction product. The product is: [CH2:21]([O:20][C:18]([NH:28][C@@H:29]([CH2:30][CH2:31][S:32][CH3:33])[C:34]([NH:1][C@H:2]1[CH2:8][CH2:7][C@@H:6]2[CH2:9][C@H:3]1[C:4](=[O:17])[N:5]2[C:10]([O:12][C:13]([CH3:14])([CH3:16])[CH3:15])=[O:11])=[O:35])=[O:19])[C:22]1[CH:23]=[CH:24][CH:25]=[CH:26][CH:27]=1. (2) Given the reactants C[C:2]1[C:8](C)=[CH:7][CH:6]=[CH:5][C:3]=1[NH2:4].C[C:11]1[C:17](C)=[C:16](I)[CH:15]=[CH:14][C:12]=1[NH2:13].NC1C=CC=CC=1.CC1C(C)=C(I)C=CC=1N=C=S.[OH:39]CCN.O=S(Cl)[Cl:45], predict the reaction product. The product is: [NH2:4][C:3]1([CH2:2][OH:39])[CH2:5][CH2:6][CH2:7][CH2:8]1.[ClH:45].[NH2:13][C:12]1([CH2:11][Cl:45])[CH2:14][CH2:15][CH2:16][CH2:17]1. (3) Given the reactants CC(C[AlH]CC(C)C)C.[Li+].C[Si]([N-][Si](C)(C)C)(C)C.O[CH2:21][C@@H:22]([CH3:54])[C@H:23]([NH:34][C:35]1([C:48]2[CH:53]=[CH:52][CH:51]=[CH:50][CH:49]=2)[C:47]2[CH:46]=[CH:45][CH:44]=[CH:43][C:42]=2[C:41]2[C:36]1=[CH:37][CH:38]=[CH:39][CH:40]=2)[C:24]([O:26]CC1C=CC=CC=1)=[O:25], predict the reaction product. The product is: [CH3:21][C@@H:22]1[CH2:54][O:26][C:24](=[O:25])[C@H:23]1[NH:34][C:35]1([C:36]2[CH:37]=[CH:38][CH:39]=[CH:40][CH:41]=2)[C:48]2[CH:53]=[CH:52][CH:51]=[CH:50][C:49]=2[C:46]2[C:47]1=[CH:42][CH:43]=[CH:44][CH:45]=2. (4) The product is: [Br:9][C:6]1[CH:7]=[C:2]([Br:1])[N:3]=[C:4]([C:11]2[CH:16]=[CH:15][C:14]([F:17])=[CH:13][C:12]=2[F:18])[C:5]=1[CH3:10]. Given the reactants [Br:1][C:2]1[C:7](N)=[C:6]([Br:9])[C:5]([CH3:10])=[C:4]([C:11]2[CH:16]=[CH:15][C:14]([F:17])=[CH:13][C:12]=2[F:18])[N:3]=1.C(ON=O)(C)(C)C, predict the reaction product. (5) Given the reactants [NH2:1][C:2]1[CH:7]=[CH:6][C:5]([C:8]2([CH:14]([CH3:16])[CH3:15])[CH2:12][NH:11][C:10](=[O:13])[CH2:9]2)=[CH:4][C:3]=1I.[C:18]([OH:23])(=[O:22])[C:19]([CH3:21])=O.C1N2CCN(CC2)C1.[OH-].[Na+], predict the reaction product. The product is: [CH:14]([C:8]1([C:5]2[CH:4]=[C:3]3[C:2](=[CH:7][CH:6]=2)[NH:1][C:19]([C:18]([OH:23])=[O:22])=[CH:21]3)[CH2:9][C:10](=[O:13])[NH:11][CH2:12]1)([CH3:16])[CH3:15]. (6) Given the reactants [CH3:1][N:2]([S:17]([C:20]1[CH:25]=[CH:24][C:23]([C:26]([F:29])([F:28])[F:27])=[CH:22][CH:21]=1)(=[O:19])=[O:18])[CH2:3][CH2:4][C@H:5]1[CH2:10][CH2:9][C@H:8]([CH2:11]OS(C)(=O)=O)[CH2:7][CH2:6]1.[NH:30]1[CH:34]=[CH:33][N:32]=[CH:31]1.[H-].[Na+], predict the reaction product. The product is: [N:30]1([CH2:11][C@H:8]2[CH2:9][CH2:10][C@H:5]([CH2:4][CH2:3][N:2]([CH3:1])[S:17]([C:20]3[CH:25]=[CH:24][C:23]([C:26]([F:29])([F:28])[F:27])=[CH:22][CH:21]=3)(=[O:19])=[O:18])[CH2:6][CH2:7]2)[CH:34]=[CH:33][N:32]=[CH:31]1. (7) Given the reactants CC(C[AlH]CC(C)C)C.CO[C:12](=O)[CH2:13][O:14][C:15]1[CH:20]=[CH:19][C:18]([Br:21])=[CH:17][C:16]=1[C:22]1[O:26][N:25]=[CH:24][CH:23]=1.[NH2:28][CH2:29][CH2:30][NH:31][S:32]([C:35]1[C:36]2[CH:37]=[CH:38][N:39]=[CH:40][C:41]=2[CH:42]=[CH:43][CH:44]=1)(=[O:34])=[O:33], predict the reaction product. The product is: [Br:21][C:18]1[CH:19]=[CH:20][C:15]([O:14][CH2:13][CH2:12][NH:28][CH2:29][CH2:30][NH:31][S:32]([C:35]2[C:36]3[CH:37]=[CH:38][N:39]=[CH:40][C:41]=3[CH:42]=[CH:43][CH:44]=2)(=[O:34])=[O:33])=[C:16]([C:22]2[O:26][N:25]=[CH:24][CH:23]=2)[CH:17]=1. (8) Given the reactants C[O:2][C:3]1[CH:8]=[C:7]([C:9]([F:12])([F:11])[F:10])[CH:6]=[C:5]([N+:13]([O-:15])=[O:14])[CH:4]=1.B(Br)(Br)Br, predict the reaction product. The product is: [N+:13]([C:5]1[CH:4]=[C:3]([OH:2])[CH:8]=[C:7]([C:9]([F:10])([F:11])[F:12])[CH:6]=1)([O-:15])=[O:14]. (9) The product is: [C:65]([O:69][C:70](=[O:78])[C:71]1[CH:76]=[CH:75][CH:74]=[C:73]([NH:77][C:28]([C@H:9]2[C@H:8]([C:4]3[CH:5]=[CH:6][CH:7]=[C:2]([Cl:1])[C:3]=3[F:31])[C@:12]([C:15]3[CH:20]=[CH:19][C:18]([Cl:21])=[CH:17][C:16]=3[F:22])([C:13]#[N:14])[C@H:11]([CH2:23][C:24]([CH3:27])([CH3:26])[CH3:25])[NH:10]2)=[O:29])[CH:72]=1)([CH3:68])([CH3:66])[CH3:67]. Given the reactants [Cl:1][C:2]1[C:3]([F:31])=[C:4]([CH:8]2[C:12]([C:15]3[CH:20]=[CH:19][C:18]([Cl:21])=[CH:17][C:16]=3[F:22])([C:13]#[N:14])[CH:11]([CH2:23][C:24]([CH3:27])([CH3:26])[CH3:25])[NH:10][CH:9]2[C:28](O)=[O:29])[CH:5]=[CH:6][CH:7]=1.CN(C(ON1N=NC2C=CC=NC1=2)=[N+](C)C)C.F[P-](F)(F)(F)(F)F.CCN(C(C)C)C(C)C.[C:65]([O:69][C:70](=[O:78])[C:71]1[CH:76]=[CH:75][CH:74]=[C:73]([NH2:77])[CH:72]=1)([CH3:68])([CH3:67])[CH3:66], predict the reaction product.